This data is from Experimentally validated miRNA-target interactions with 360,000+ pairs, plus equal number of negative samples. The task is: Binary Classification. Given a miRNA mature sequence and a target amino acid sequence, predict their likelihood of interaction. The miRNA is mmu-miR-466m-3p with sequence UACAUACACACAUACACACGCA. The protein sequence of the target gene is MDILKSEILRKRQLVEDRNLLVENKKYFKRSELARKEEEAYYERCGYKIQPKEDDQKPLTSSNPVLELELAEEKLPMTLSRQEVIRRLRERGEPIRLFGETDYDAFQRLRKIEILTPEVNKGLRNDLKAALDKIDQQYLNEIVGGQEPGEEDTQNDLKVHEENTTIEELEALGESLGKGDDHKDMDIITKFLKFLLGVWAKELNAREDYVKRSVQGKLNSATQKQTESYLRPLFRKLRKRNLPADIKESITDIIKFMLQREYVKANDAYLQMAIGNAPWPIGVTMVGIHARTGREKIFSK.... Result: 1 (interaction).